The task is: Predict which catalyst facilitates the given reaction.. This data is from Catalyst prediction with 721,799 reactions and 888 catalyst types from USPTO. (1) Reactant: [N:1]#[C:2]Br.[NH2:4][C:5]1[C:6]([Cl:26])=[N:7][C:8]2[C:13]([C:14]=1[NH:15][CH2:16][CH2:17][NH:18][C:19](=[O:25])[O:20][C:21]([CH3:24])([CH3:23])[CH3:22])=[CH:12][CH:11]=[CH:10][CH:9]=2. Product: [NH2:1][C:2]1[N:15]([CH2:16][CH2:17][NH:18][C:19](=[O:25])[O:20][C:21]([CH3:22])([CH3:23])[CH3:24])[C:14]2[C:13]3[CH:12]=[CH:11][CH:10]=[CH:9][C:8]=3[N:7]=[C:6]([Cl:26])[C:5]=2[N:4]=1. The catalyst class is: 8. (2) Reactant: C1C(=O)N(Cl)C(=O)C1.C(=O)([O-])[O-].[K+].[K+].[OH:15][C:16]1[CH:17]=[C:18]([CH:23]=[CH:24][C:25]=1[C:26](=[NH:28])[CH3:27])[C:19]([O:21][CH3:22])=[O:20]. Product: [CH3:27][C:26]1[C:25]2[CH:24]=[CH:23][C:18]([C:19]([O:21][CH3:22])=[O:20])=[CH:17][C:16]=2[O:15][N:28]=1. The catalyst class is: 1. (3) Reactant: [C:1]([N:5]1[C:9](=[O:10])[C:8](Cl)=[C:7]([C:12]2[CH:17]=[CH:16][CH:15]=[CH:14][CH:13]=2)[S:6]1(=[O:19])=[O:18])([CH3:4])([CH3:3])[CH3:2].[NH2:20][CH2:21][CH2:22][CH:23]1[CH2:26][N:25]([C:27]([O:29][C:30]([CH3:33])([CH3:32])[CH3:31])=[O:28])[CH2:24]1. Product: [C:1]([N:5]1[C:9](=[O:10])[C:8]([NH:20][CH2:21][CH2:22][CH:23]2[CH2:26][N:25]([C:27]([O:29][C:30]([CH3:33])([CH3:32])[CH3:31])=[O:28])[CH2:24]2)=[C:7]([C:12]2[CH:17]=[CH:16][CH:15]=[CH:14][CH:13]=2)[S:6]1(=[O:19])=[O:18])([CH3:4])([CH3:3])[CH3:2]. The catalyst class is: 31. (4) Reactant: [Cl:1][C:2]1[C:3]([C:10]([OH:12])=[O:11])=[N:4][C:5]([S:8][CH3:9])=[N:6][CH:7]=1.[C:13](Cl)(=O)C(Cl)=O. Product: [Cl:1][C:2]1[C:3]([C:10]([O:12][CH3:13])=[O:11])=[N:4][C:5]([S:8][CH3:9])=[N:6][CH:7]=1. The catalyst class is: 85. (5) Reactant: [CH3:1][C:2]1[CH:7]=[C:6]([O:8][C:9]2[CH:14]=[CH:13][C:12]([N+:15]([O-:17])=[O:16])=[CH:11][N:10]=2)[CH:5]=[CH:4][C:3]=1[NH2:18].C([O-])(=O)C.[K+].C(OC(=O)C)(=O)C.[N:31](OCCC(C)C)=O. Product: [N+:15]([C:12]1[CH:13]=[CH:14][C:9]([O:8][C:6]2[CH:7]=[C:2]3[C:3](=[CH:4][CH:5]=2)[NH:18][N:31]=[CH:1]3)=[N:10][CH:11]=1)([O-:17])=[O:16]. The catalyst class is: 11. (6) Reactant: O.[OH-].[Li+].[CH3:4][S:5][C:6]1[C:14]2[C:9](=[CH:10][C:11]([C:15]([O:17]C)=[O:16])=[CH:12][CH:13]=2)[N:8]([C:19]2[N:24]=[CH:23][C:22]([C:25]3[CH:30]=[CH:29][CH:28]=[CH:27][N:26]=3)=[CH:21][N:20]=2)[CH:7]=1. Product: [CH3:4][S:5][C:6]1[C:14]2[C:9](=[CH:10][C:11]([C:15]([OH:17])=[O:16])=[CH:12][CH:13]=2)[N:8]([C:19]2[N:24]=[CH:23][C:22]([C:25]3[CH:30]=[CH:29][CH:28]=[CH:27][N:26]=3)=[CH:21][N:20]=2)[CH:7]=1. The catalyst class is: 90. (7) Reactant: [Cl:1][C:2]1[N:7]=[CH:6][N:5]=[C:4]([NH2:8])[C:3]=1[NH2:9].[CH2:10]([O:12][C:13](OCC)(OCC)[C:14](OCC)=[O:15])C.C12(CS(O)(=O)=O)C(C)(C)C(CC1)CC2=O. Product: [Cl:1][C:2]1[C:3]2[N:9]=[C:13]([O:12][CH3:10])[C:14](=[O:15])[NH:8][C:4]=2[N:5]=[CH:6][N:7]=1. The catalyst class is: 10. (8) Reactant: [N+:1]([O-:4])(O)=[O:2].[OH:5][C:6]1[CH:11]=[CH:10][C:9]([CH2:12][C:13]([OH:15])=[O:14])=[CH:8][CH:7]=1.O. Product: [OH:5][C:6]1[CH:7]=[CH:8][C:9]([CH2:12][C:13]([OH:15])=[O:14])=[CH:10][C:11]=1[N+:1]([O-:4])=[O:2]. The catalyst class is: 15. (9) Reactant: [Li]CCCC.Br[C:7]1[CH:11]=[CH:10][O:9][CH:8]=1.CON(C)[C:15](=[O:25])[CH2:16][NH:17][C:18](=[O:24])[O:19][C:20]([CH3:23])([CH3:22])[CH3:21].C([O-])(O)=O.[Na+]. Product: [O:9]1[CH:10]=[CH:11][C:7]([C:15](=[O:25])[CH2:16][NH:17][C:18](=[O:24])[O:19][C:20]([CH3:21])([CH3:22])[CH3:23])=[CH:8]1. The catalyst class is: 332. (10) Reactant: [Br:1][C:2]1[CH:8]=[C:7]([Cl:9])[C:5](N)=[C:4]([Cl:10])[CH:3]=1.Br.N([O-])=O.[Na+].[C:16]([O:20][CH3:21])(=[O:19])[CH:17]=[CH2:18]. Product: [Br:1][C:2]1[CH:8]=[C:7]([Cl:9])[C:5](/[CH:18]=[CH:17]/[C:16]([O:20][CH3:21])=[O:19])=[C:4]([Cl:10])[CH:3]=1. The catalyst class is: 95.